Dataset: Reaction yield outcomes from USPTO patents with 853,638 reactions. Task: Predict the reaction yield, written as a fraction of the theoretical maximum amount of product (1.0 means a 100% yield; for example, 0.34 means a 34% yield). The reactants are [F:1][CH:2]([F:32])[C:3]1[N:7]([C:8]2[N:13]=[C:12]([N:14]3[CH2:19][CH2:18][O:17][CH2:16][CH2:15]3)[N:11]=[C:10]([N:20]3[CH2:25][CH2:24][NH:23][CH2:22][CH2:21]3)[N:9]=2)[C:6]2[CH:26]=[CH:27][CH:28]=[C:29]([O:30][CH3:31])[C:5]=2[N:4]=1.Cl.Cl.N1([S:41]([CH2:44][CH2:45][CH2:46][N:47]2[CH2:52][CH2:51][O:50][CH2:49][CH2:48]2)(=[O:43])=[O:42])CCNCC1.CCN(C(C)C)C(C)C. The catalyst is C1COCC1. The product is [F:32][CH:2]([F:1])[C:3]1[N:7]([C:8]2[N:13]=[C:12]([N:14]3[CH2:15][CH2:16][O:17][CH2:18][CH2:19]3)[N:11]=[C:10]([N:20]3[CH2:25][CH2:24][N:23]([S:41]([CH2:44][CH2:45][CH2:46][N:47]4[CH2:52][CH2:51][O:50][CH2:49][CH2:48]4)(=[O:43])=[O:42])[CH2:22][CH2:21]3)[N:9]=2)[C:6]2[CH:26]=[CH:27][CH:28]=[C:29]([O:30][CH3:31])[C:5]=2[N:4]=1. The yield is 0.780.